This data is from Catalyst prediction with 721,799 reactions and 888 catalyst types from USPTO. The task is: Predict which catalyst facilitates the given reaction. Reactant: Br[CH2:2][C:3]1[CH:8]=[CH:7][CH:6]=[C:5]([N+:9]([O-:11])=[O:10])[CH:4]=1.[C-:12]#[N:13].[Na+].O. Product: [N+:9]([C:5]1[CH:4]=[C:3]([CH2:2][C:12]#[N:13])[CH:8]=[CH:7][CH:6]=1)([O-:11])=[O:10]. The catalyst class is: 3.